From a dataset of Forward reaction prediction with 1.9M reactions from USPTO patents (1976-2016). Predict the product of the given reaction. (1) Given the reactants [CH3:1][O:2][C:3](=[O:15])[C:4](=[N+]=[N-])[C:5]1[CH:10]=[CH:9][C:8]([Cl:11])=[C:7]([Cl:12])[CH:6]=1.[CH:16]1([OH:22])[CH2:21][CH2:20][CH2:19][CH2:18][CH2:17]1.O, predict the reaction product. The product is: [CH3:1][O:2][C:3](=[O:15])[CH:4]([O:22][CH:16]1[CH2:21][CH2:20][CH2:19][CH2:18][CH2:17]1)[C:5]1[CH:10]=[CH:9][C:8]([Cl:11])=[C:7]([Cl:12])[CH:6]=1. (2) Given the reactants Cl.[NH2:2][C@H:3]1[CH2:6][C@H:5]([CH2:7][OH:8])[CH2:4]1.[H-].[Na+].[O:11]1[C:15]2[CH:16]=[CH:17][CH:18]=[CH:19][C:14]=2[CH:13]=[C:12]1[C:20]1[N:24]2[N:25]=[C:26](Cl)[CH:27]=[CH:28][C:23]2=[N:22][CH:21]=1, predict the reaction product. The product is: [O:11]1[C:15]2[CH:16]=[CH:17][CH:18]=[CH:19][C:14]=2[CH:13]=[C:12]1[C:20]1[N:24]2[N:25]=[C:26]([O:8][CH2:7][C@H:5]3[CH2:6][C@H:3]([NH2:2])[CH2:4]3)[CH:27]=[CH:28][C:23]2=[N:22][CH:21]=1. (3) Given the reactants [C:1]([O:9][CH2:10][C:11]1([CH2:17]O)[O:16][CH2:15][CH2:14][CH2:13][O:12]1)(=[O:8])[C:2]1[CH:7]=[CH:6][CH:5]=[CH:4][CH:3]=1.[F:19]C(F)(C(F)(F)F)C(F)(F)C(F)(F)S(Cl)(=O)=O, predict the reaction product. The product is: [C:1]([O:9][CH2:10][C:11]1([CH2:17][F:19])[O:16][CH2:15][CH2:14][CH2:13][O:12]1)(=[O:8])[C:2]1[CH:7]=[CH:6][CH:5]=[CH:4][CH:3]=1. (4) The product is: [CH2:11]([O:13][C:14]1[CH:19]=[C:18]([C:7]2[CH:8]=[C:2]([F:1])[C:3]([NH2:4])=[C:5]([F:10])[CH:6]=2)[CH:17]=[CH:16][CH:15]=1)[CH3:12]. Given the reactants [F:1][C:2]1[CH:8]=[C:7](Br)[CH:6]=[C:5]([F:10])[C:3]=1[NH2:4].[CH2:11]([O:13][C:14]1[CH:15]=[C:16](B(O)O)[CH:17]=[CH:18][CH:19]=1)[CH3:12], predict the reaction product. (5) Given the reactants Cl[C:2]1[C:3]([NH2:9])=[N:4][CH:5]=[N:6][C:7]=1Cl.[NH2:10][CH2:11][CH:12]1[CH2:17][CH2:16][N:15]([C:18]([O:20]C(C)(C)C)=O)[CH2:14][CH2:13]1.[O:25]([C:32]1[CH:37]=[CH:36][C:35](B(O)O)=[CH:34][CH:33]=1)[C:26]1[CH:31]=[CH:30][CH:29]=[CH:28][CH:27]=1.[C:41](O)(=O)[C:42](C)=[CH2:43], predict the reaction product. The product is: [NH2:9][C:3]1[N:4]=[CH:5][N:6]=[C:7]([NH:10][CH2:11][CH:12]2[CH2:13][CH2:14][N:15]([C:18](=[O:20])[C:42]([CH3:43])=[CH2:41])[CH2:16][CH2:17]2)[C:2]=1[C:29]1[CH:30]=[CH:31][C:26]([O:25][C:32]2[CH:37]=[CH:36][CH:35]=[CH:34][CH:33]=2)=[CH:27][CH:28]=1. (6) The product is: [CH:19]1([CH2:18][CH:17]([C:24]2[CH:29]=[CH:28][C:27]([Cl:30])=[C:26]([Cl:31])[CH:25]=2)[C:16]([NH:15][C:12]2[CH:11]=[CH:10][C:9]([OH:8])=[CH:14][N:13]=2)=[O:32])[CH2:23][CH2:22][CH2:21][CH2:20]1. Given the reactants C([O:8][C:9]1[CH:10]=[CH:11][C:12]([NH:15][C:16](=[O:32])[CH:17]([C:24]2[CH:29]=[CH:28][C:27]([Cl:30])=[C:26]([Cl:31])[CH:25]=2)[CH2:18][CH:19]2[CH2:23][CH2:22][CH2:21][CH2:20]2)=[N:13][CH:14]=1)C1C=CC=CC=1, predict the reaction product. (7) The product is: [CH3:13][O:14][C:15]1[CH:16]=[C:17]2[C:22](=[CH:23][C:24]=1[O:25][CH3:26])[N:21]=[CH:20][CH:19]=[C:18]2[O:27][C:28]1[CH:34]=[CH:33][C:31]([NH:32][C:11]([NH:10][C:8](=[O:9])[C:4]2[CH:5]=[CH:6][CH:7]=[C:2]([CH3:1])[CH:3]=2)=[S:12])=[C:30]([CH3:35])[CH:29]=1. Given the reactants [CH3:1][C:2]1[CH:3]=[C:4]([C:8]([N:10]=[C:11]=[S:12])=[O:9])[CH:5]=[CH:6][CH:7]=1.[CH3:13][O:14][C:15]1[CH:16]=[C:17]2[C:22](=[CH:23][C:24]=1[O:25][CH3:26])[N:21]=[CH:20][CH:19]=[C:18]2[O:27][C:28]1[CH:34]=[CH:33][C:31]([NH2:32])=[C:30]([CH3:35])[CH:29]=1.C1(C)C=CC=CC=1, predict the reaction product. (8) Given the reactants [CH:1]1([C@@H:4]([NH:6][C:7]([C:9]2[C:17]3[C:12](=[N:13][CH:14]=[C:15]([C:18]4[C:26]5[C:21](=[CH:22][C:23]([Cl:27])=[CH:24][CH:25]=5)[N:20]([CH3:28])[N:19]=4)[N:16]=3)[N:11](COCC[Si](C)(C)C)[CH:10]=2)=[O:8])[CH3:5])[CH2:3][CH2:2]1.FC(F)(F)C(O)=O, predict the reaction product. The product is: [CH:1]1([C@@H:4]([NH:6][C:7]([C:9]2[C:17]3[C:12](=[N:13][CH:14]=[C:15]([C:18]4[C:26]5[C:21](=[CH:22][C:23]([Cl:27])=[CH:24][CH:25]=5)[N:20]([CH3:28])[N:19]=4)[N:16]=3)[NH:11][CH:10]=2)=[O:8])[CH3:5])[CH2:3][CH2:2]1.